From a dataset of TCR-epitope binding with 47,182 pairs between 192 epitopes and 23,139 TCRs. Binary Classification. Given a T-cell receptor sequence (or CDR3 region) and an epitope sequence, predict whether binding occurs between them. (1) The epitope is KLPDDFTGCV. The TCR CDR3 sequence is CASSDDSSGGADTQYF. Result: 1 (the TCR binds to the epitope). (2) The epitope is IIKDYGKQM. The TCR CDR3 sequence is CASSSGATGANVLTF. Result: 0 (the TCR does not bind to the epitope).